Dataset: Reaction yield outcomes from USPTO patents with 853,638 reactions. Task: Predict the reaction yield, written as a fraction of the theoretical maximum amount of product (1.0 means a 100% yield; for example, 0.34 means a 34% yield). (1) The reactants are C[O:2][C:3](=[O:27])[CH:4]([C:11]1[CH:16]=[CH:15][C:14]([S:17]([CH3:20])(=[O:19])=[O:18])=[C:13]([N:21]2[C:25]([CH3:26])=[N:24][N:23]=[N:22]2)[CH:12]=1)[CH2:5][CH:6]1[CH2:10][CH2:9][CH2:8][CH2:7]1.[OH-].[Na+]. The catalyst is C(O)C. The product is [CH:6]1([CH2:5][CH:4]([C:11]2[CH:16]=[CH:15][C:14]([S:17]([CH3:20])(=[O:18])=[O:19])=[C:13]([N:21]3[C:25]([CH3:26])=[N:24][N:23]=[N:22]3)[CH:12]=2)[C:3]([OH:27])=[O:2])[CH2:10][CH2:9][CH2:8][CH2:7]1. The yield is 0.890. (2) The product is [OH:1][C@@:2]1([C:9]#[C:10][C:11]2[CH:12]=[C:13]([N:17]3[C:21]4[CH2:22][CH2:23][CH2:24][C:20]=4[C:19]([C:25]([NH2:30])=[O:27])=[N:18]3)[CH:14]=[CH:15][CH:16]=2)[CH2:6][CH2:5][N:4]([CH3:7])[C:3]1=[O:8]. No catalyst specified. The reactants are [OH:1][C@@:2]1([C:9]#[C:10][C:11]2[CH:12]=[C:13]([N:17]3[C:21]4[CH2:22][CH2:23][CH2:24][C:20]=4[C:19]([C:25]([O:27]CC)=O)=[N:18]3)[CH:14]=[CH:15][CH:16]=2)[CH2:6][CH2:5][N:4]([CH3:7])[C:3]1=[O:8].[NH3:30]. The yield is 0.530. (3) The reactants are Br[C:2]1[CH:3]=[C:4]2[C:8](=[CH:9][CH:10]=1)[C:7](=[O:11])[N:6]([CH2:12][C:13]1[CH:18]=[CH:17][C:16]([O:19][C:20]3[CH:25]=[CH:24][CH:23]=[CH:22][CH:21]=3)=[CH:15][CH:14]=1)[CH2:5]2.[CH3:26][N:27]1[CH2:32][CH2:31][NH:30][CH2:29][CH2:28]1.C1C=CC(P(C2C(C3C(P(C4C=CC=CC=4)C4C=CC=CC=4)=CC=C4C=3C=CC=C4)=C3C(C=CC=C3)=CC=2)C2C=CC=CC=2)=CC=1.CC(C)([O-])C.[Na+]. The catalyst is C1(C)C=CC=CC=1.CCCCCC.C(OCC)(=O)C. The product is [CH3:26][N:27]1[CH2:32][CH2:31][N:30]([C:2]2[CH:3]=[C:4]3[C:8](=[CH:9][CH:10]=2)[C:7](=[O:11])[N:6]([CH2:12][C:13]2[CH:18]=[CH:17][C:16]([O:19][C:20]4[CH:25]=[CH:24][CH:23]=[CH:22][CH:21]=4)=[CH:15][CH:14]=2)[CH2:5]3)[CH2:29][CH2:28]1. The yield is 0.410. (4) The reactants are [NH2:1][CH2:2][CH:3]1[CH2:8][CH2:7][C:6]2[C:9]3[C:14]([NH:15][C:16]4[CH:17]=[C:18]5[C:22](=[CH:23][CH:24]=4)[NH:21][N:20]=[CH:19]5)=[N:13][CH:12]=[N:11][C:10]=3[S:25][C:5]=2[CH2:4]1.O1CCCC1.[C:31](Cl)(=[O:36])[O:32][CH:33]([CH3:35])[CH3:34].C(N(CC)CC)C. The catalyst is O. The product is [NH:21]1[C:22]2[C:18](=[CH:17][C:16]([NH:15][C:14]3[C:9]4[C:6]5[CH2:7][CH2:8][CH:3]([CH2:2][NH:1][C:31](=[O:36])[O:32][CH:33]([CH3:35])[CH3:34])[CH2:4][C:5]=5[S:25][C:10]=4[N:11]=[CH:12][N:13]=3)=[CH:24][CH:23]=2)[CH:19]=[N:20]1. The yield is 0.300. (5) The reactants are [NH2:1][CH2:2][CH2:3][N:4]1[C:12]2[CH:11]=[CH:10][CH:9]=[CH:8][C:7]=2[C:6]2[CH2:13][CH2:14][N:15]([C:18]([O:20][C:21]([CH3:24])([CH3:23])[CH3:22])=[O:19])[CH2:16][CH2:17][C:5]1=2.C(N(C(C)C)CC)(C)C.[C:34]1([S:40](Cl)(=[O:42])=[O:41])[CH:39]=[CH:38][CH:37]=[CH:36][CH:35]=1.C(O)(=O)CC(CC(O)=O)(C(O)=O)O. The catalyst is C1COCC1. The product is [C:34]1([S:40]([NH:1][CH2:2][CH2:3][N:4]2[C:12]3[CH:11]=[CH:10][CH:9]=[CH:8][C:7]=3[C:6]3[CH2:13][CH2:14][N:15]([C:18]([O:20][C:21]([CH3:24])([CH3:23])[CH3:22])=[O:19])[CH2:16][CH2:17][C:5]2=3)(=[O:42])=[O:41])[CH:39]=[CH:38][CH:37]=[CH:36][CH:35]=1. The yield is 0.750. (6) The reactants are [Br:1][C:2]1[C:10]([N+:11]([O-])=O)=[CH:9][C:8]2[C:4](=[C:5]([C:21]#[N:22])[N:6]([C:14]3[CH:19]=[CH:18][C:17]([F:20])=[CH:16][CH:15]=3)[N:7]=2)[CH:3]=1.C1COCC1.O.[Cl-].[NH4+]. The catalyst is CO.[Fe]. The product is [NH2:11][C:10]1[C:2]([Br:1])=[CH:3][C:4]2[C:8]([CH:9]=1)=[N:7][N:6]([C:14]1[CH:15]=[CH:16][C:17]([F:20])=[CH:18][CH:19]=1)[C:5]=2[C:21]#[N:22]. The yield is 0.680. (7) The reactants are [Cl:1][CH2:2][C:3]1[N:13]=[C:6]2[C:7]([CH3:12])=[N:8][CH:9]=[C:10]([CH3:11])[N:5]2[N:4]=1.[C:14]1([P:20]([C:27]2[CH:32]=[CH:31][CH:30]=[CH:29][CH:28]=2)[C:21]2[CH:26]=[CH:25][CH:24]=[CH:23][CH:22]=2)[CH:19]=[CH:18][CH:17]=[CH:16][CH:15]=1. The catalyst is ClCCCl. The product is [Cl-:1].[CH3:11][C:10]1[N:5]2[N:4]=[C:3]([CH2:2][P+:20]([C:21]3[CH:22]=[CH:23][CH:24]=[CH:25][CH:26]=3)([C:27]3[CH:32]=[CH:31][CH:30]=[CH:29][CH:28]=3)[C:14]3[CH:15]=[CH:16][CH:17]=[CH:18][CH:19]=3)[N:13]=[C:6]2[C:7]([CH3:12])=[N:8][CH:9]=1. The yield is 1.00.